From a dataset of Catalyst prediction with 721,799 reactions and 888 catalyst types from USPTO. Predict which catalyst facilitates the given reaction. (1) Reactant: [C:1]1([CH3:15])[CH:6]=[CH:5][C:4]([O:7][C:8]2[CH:13]=[CH:12][C:11]([OH:14])=[CH:10][CH:9]=2)=[CH:3][CH:2]=1.[H-].[Na+].[C:18]([O:22][C:23]([N:25]1[CH2:29][CH2:28][CH2:27][C@H:26]1[CH2:30]OS(C1C=CC(C)=CC=1)(=O)=O)=[O:24])([CH3:21])([CH3:20])[CH3:19]. Product: [C:18]([O:22][C:23]([N:25]1[CH2:29][CH2:28][CH2:27][C@H:26]1[CH2:30][O:14][C:11]1[CH:12]=[CH:13][C:8]([O:7][C:4]2[CH:3]=[CH:2][C:1]([CH3:15])=[CH:6][CH:5]=2)=[CH:9][CH:10]=1)=[O:24])([CH3:21])([CH3:19])[CH3:20]. The catalyst class is: 9. (2) Reactant: NN.[N:3]1[CH:8]=[CH:7][C:6]([CH2:9][CH2:10][CH2:11][N:12]2C(=O)C3C(=CC=CC=3)C2=O)=[CH:5][CH:4]=1. Product: [N:3]1[CH:8]=[CH:7][C:6]([CH2:9][CH2:10][CH2:11][NH2:12])=[CH:5][CH:4]=1. The catalyst class is: 5. (3) Reactant: [I:1]I.C1(P(C2C=CC=CC=2)C2C=CC=CC=2)C=CC=CC=1.N1C=CN=C1.O[CH2:28][C:29]1[N:30]=[C:31]([CH:34]2[CH2:39][CH2:38][N:37]([C:40]([O:42][C:43]([CH3:46])([CH3:45])[CH3:44])=[O:41])[CH2:36][CH2:35]2)[S:32][CH:33]=1. Product: [I:1][CH2:28][C:29]1[N:30]=[C:31]([CH:34]2[CH2:39][CH2:38][N:37]([C:40]([O:42][C:43]([CH3:46])([CH3:45])[CH3:44])=[O:41])[CH2:36][CH2:35]2)[S:32][CH:33]=1. The catalyst class is: 4. (4) Product: [CH:31]([O:30][C:28]1[N:29]=[C:25]([C:22]2[CH:23]=[CH:24][C:19]([O:18][CH2:17][CH2:16][CH2:15][O:14][C:10]3[CH:9]=[C:8]4[C:13](=[CH:12][CH:11]=3)[N:5]([CH2:4][C:3]([OH:36])=[O:2])[CH:6]=[CH:7]4)=[C:20]([O:34][CH3:35])[CH:21]=2)[S:26][CH:27]=1)([CH3:32])[CH3:33]. Reactant: C[O:2][C:3](=[O:36])[CH2:4][N:5]1[C:13]2[C:8](=[CH:9][C:10]([O:14][CH2:15][CH2:16][CH2:17][O:18][C:19]3[CH:24]=[CH:23][C:22]([C:25]4[S:26][CH:27]=[C:28]([O:30][CH:31]([CH3:33])[CH3:32])[N:29]=4)=[CH:21][C:20]=3[O:34][CH3:35])=[CH:11][CH:12]=2)[CH:7]=[CH:6]1.O[Li].O. The catalyst class is: 20. (5) Reactant: [NH:1]1[C:9]2[C:4](=[CH:5][CH:6]=[CH:7][C:8]=2[CH2:10][NH:11][CH3:12])[CH:3]=[CH:2]1.Cl.Cl.[CH3:15][N:16]1[CH2:22][C:21]2[CH:23]=[C:24](/[CH:27]=[CH:28]/[C:29]([OH:31])=O)[CH:25]=[N:26][C:20]=2[NH:19][C:18](=[O:32])[CH2:17]1.C1C=CC2N(O)N=NC=2C=1.C(N(C(C)C)CC)(C)C.CCN=C=NCCCN(C)C.Cl. Product: [NH:1]1[C:9]2[C:4](=[CH:5][CH:6]=[CH:7][C:8]=2[CH2:10][N:11]([CH3:12])[C:29](=[O:31])/[CH:28]=[CH:27]/[C:24]2[CH:25]=[N:26][C:20]3[NH:19][C:18](=[O:32])[CH2:17][N:16]([CH3:15])[CH2:22][C:21]=3[CH:23]=2)[CH:3]=[CH:2]1. The catalyst class is: 18. (6) Reactant: [C:1]([CH:5]([C:8]#[N:9])[C:6]#[N:7])([CH3:4])([CH3:3])[CH3:2].O.[NH2:11][NH2:12]. Product: [C:1]([C:5]1[C:8]([NH2:9])=[N:11][NH:12][C:6]=1[NH2:7])([CH3:4])([CH3:3])[CH3:2]. The catalyst class is: 51. (7) Reactant: [I:1][C:2]1[CH:3]=[C:4]([OH:12])[C:5](=[CH:10][CH:11]=1)[C:6]([O:8][CH3:9])=[O:7].[CH2:13](Br)[C:14]1[CH:19]=[CH:18][CH:17]=[CH:16][CH:15]=1. Product: [CH2:13]([O:12][C:4]1[CH:3]=[C:2]([I:1])[CH:11]=[CH:10][C:5]=1[C:6]([O:8][CH3:9])=[O:7])[C:14]1[CH:19]=[CH:18][CH:17]=[CH:16][CH:15]=1. The catalyst class is: 23. (8) Reactant: Cl[C:2]1[O:10][C:5]2[CH:6]=[CH:7][CH:8]=[N:9][C:4]=2[CH:3]=1. Product: [O:10]1[C:5]2[CH:6]=[CH:7][CH:8]=[N:9][C:4]=2[CH:3]=[CH:2]1. The catalyst class is: 183. (9) Reactant: [CH2:1]([N:3]1[C:11]2[C:6](=[C:7]([OH:13])[CH:8]=[C:9]([F:12])[CH:10]=2)[C:5]([CH2:14][C:15]([OH:17])=O)=[CH:4]1)[CH3:2].CN(C(ON1N=[N:33][C:28]2[CH:29]=[CH:30][CH:31]=[N:32][C:27]1=2)=[N+](C)C)C.F[P-](F)(F)(F)(F)F.N(C)[CH3:43].Cl.CCN(C(C)C)C(C)C. Product: [NH2:32][C:27]1[CH:43]=[CH:31][CH:30]=[CH:29][C:28]=1[NH:33][C:15](=[O:17])[CH2:14][C:5]1[C:6]2[C:11](=[CH:10][C:9]([F:12])=[CH:8][C:7]=2[OH:13])[N:3]([CH2:1][CH3:2])[CH:4]=1. The catalyst class is: 1. (10) Reactant: [Cl:1][C:2]1[CH:3]=[C:4]([C@H:9]2[C@@H:15]([CH2:16][OH:17])[O:14][CH2:13][CH2:12][N:11]([C:18]([O:20][C:21]([CH3:24])([CH3:23])[CH3:22])=[O:19])[CH2:10]2)[CH:5]=[CH:6][C:7]=1[Cl:8].CC(OI1(OC(C)=O)(OC(C)=O)OC(=O)C2C=CC=CC1=2)=O.C(=O)([O-])O.[Na+].S([O-])([O-])=O.[Na+].[Na+]. Product: [Cl:1][C:2]1[CH:3]=[C:4]([C@H:9]2[C@@H:15]([CH:16]=[O:17])[O:14][CH2:13][CH2:12][N:11]([C:18]([O:20][C:21]([CH3:24])([CH3:23])[CH3:22])=[O:19])[CH2:10]2)[CH:5]=[CH:6][C:7]=1[Cl:8]. The catalyst class is: 10.